Dataset: Forward reaction prediction with 1.9M reactions from USPTO patents (1976-2016). Task: Predict the product of the given reaction. Given the reactants [F:1][C:2]1[CH:7]=[CH:6][C:5]([C:8](=O)[CH2:9][CH:10]([C:13]#[N:14])[C:11]#[N:12])=[CH:4][CH:3]=1.C(O)(=O)C.[CH3:20][S-:21].[Na+], predict the reaction product. The product is: [F:1][C:2]1[CH:7]=[CH:6][C:5]([C:8]2[NH:12][C:11]([S:21][CH3:20])=[C:10]([C:13]#[N:14])[CH:9]=2)=[CH:4][CH:3]=1.